This data is from NCI-60 drug combinations with 297,098 pairs across 59 cell lines. The task is: Regression. Given two drug SMILES strings and cell line genomic features, predict the synergy score measuring deviation from expected non-interaction effect. Drug 1: CCC1=CC2CC(C3=C(CN(C2)C1)C4=CC=CC=C4N3)(C5=C(C=C6C(=C5)C78CCN9C7C(C=CC9)(C(C(C8N6C)(C(=O)OC)O)OC(=O)C)CC)OC)C(=O)OC.C(C(C(=O)O)O)(C(=O)O)O. Drug 2: C(CC(=O)O)C(=O)CN.Cl. Cell line: HL-60(TB). Synergy scores: CSS=-3.67, Synergy_ZIP=-0.733, Synergy_Bliss=-13.9, Synergy_Loewe=-75.6, Synergy_HSA=-14.5.